The task is: Predict the reaction yield, written as a fraction of the theoretical maximum amount of product (1.0 means a 100% yield; for example, 0.34 means a 34% yield).. This data is from Reaction yield outcomes from USPTO patents with 853,638 reactions. The reactants are [C:1]([N:8]1[CH:12]=[CH:11]N=[CH:9]1)(N1C=CN=C1)=[O:2].NC1C=[CH:22][C:21]([O:24][CH3:25])=[CH:20][C:15]=1[C:16](OC)=[O:17].[NH2:26][C:27]1[CH:46]=[CH:45][C:30]([CH2:31][C@@H:32]([C:41]([O:43][CH3:44])=[O:42])[NH:33]C(OC(C)(C)C)=O)=[CH:29][CH:28]=1.C(=O)([O-])[O-].[K+].[K+].CC1C=CC(S(OC)(=O)=O)=CC=1.Cl.C(OCC)(=O)C. The catalyst is CN(C)C=O.C(OCC)(=O)C.O. The product is [CH3:25][O:24][C:21]1[CH:20]=[C:15]2[C:12](=[CH:11][CH:22]=1)[N:8]([CH3:9])[C:1](=[O:2])[N:26]([C:27]1[CH:28]=[CH:29][C:30]([CH2:31][C@@H:32]([C:41]([O:43][CH3:44])=[O:42])[NH2:33])=[CH:45][CH:46]=1)[C:16]2=[O:17]. The yield is 0.460.